Task: Regression. Given two drug SMILES strings and cell line genomic features, predict the synergy score measuring deviation from expected non-interaction effect.. Dataset: NCI-60 drug combinations with 297,098 pairs across 59 cell lines (1) Drug 1: COC1=C(C=C2C(=C1)N=CN=C2NC3=CC(=C(C=C3)F)Cl)OCCCN4CCOCC4. Drug 2: CC1=C2C(C(=O)C3(C(CC4C(C3C(C(C2(C)C)(CC1OC(=O)C(C(C5=CC=CC=C5)NC(=O)C6=CC=CC=C6)O)O)OC(=O)C7=CC=CC=C7)(CO4)OC(=O)C)O)C)OC(=O)C. Cell line: HS 578T. Synergy scores: CSS=34.3, Synergy_ZIP=-5.56, Synergy_Bliss=-4.53, Synergy_Loewe=-32.0, Synergy_HSA=-1.50. (2) Drug 1: C1=CC(=CC=C1CCC2=CNC3=C2C(=O)NC(=N3)N)C(=O)NC(CCC(=O)O)C(=O)O. Drug 2: C1=CC=C(C(=C1)C(C2=CC=C(C=C2)Cl)C(Cl)Cl)Cl. Cell line: OVCAR-8. Synergy scores: CSS=37.3, Synergy_ZIP=16.1, Synergy_Bliss=13.0, Synergy_Loewe=-5.79, Synergy_HSA=13.6. (3) Drug 1: CS(=O)(=O)OCCCCOS(=O)(=O)C. Drug 2: CC12CCC3C(C1CCC2OP(=O)(O)O)CCC4=C3C=CC(=C4)OC(=O)N(CCCl)CCCl.[Na+]. Cell line: TK-10. Synergy scores: CSS=12.2, Synergy_ZIP=-2.90, Synergy_Bliss=-1.28, Synergy_Loewe=-8.03, Synergy_HSA=-2.53.